Task: Predict which catalyst facilitates the given reaction.. Dataset: Catalyst prediction with 721,799 reactions and 888 catalyst types from USPTO (1) Reactant: [NH:1]1[C:9]2[C:4](=[CH:5][CH:6]=[CH:7][CH:8]=2)[C:3]2([C:13]3=[CH:14][C:15]4[O:19][CH2:18][O:17][C:16]=4[CH:20]=[C:12]3[O:11][CH2:10]2)[C:2]1=[O:21].C(=O)([O-])[O-].[Cs+].[Cs+].Br[CH2:29][C:30]1[O:34][C:33]([C:35]([F:38])([F:37])[F:36])=[C:32]([C:39]([O:41][CH2:42][CH3:43])=[O:40])[CH:31]=1. Product: [O:21]=[C:2]1[C:3]2([C:13]3=[CH:14][C:15]4[O:19][CH2:18][O:17][C:16]=4[CH:20]=[C:12]3[O:11][CH2:10]2)[C:4]2[C:9](=[CH:8][CH:7]=[CH:6][CH:5]=2)[N:1]1[CH2:29][C:30]1[O:34][C:33]([C:35]([F:38])([F:36])[F:37])=[C:32]([C:39]([O:41][CH2:42][CH3:43])=[O:40])[CH:31]=1. The catalyst class is: 131. (2) Reactant: Cl[C:2]1[CH:11]=[N:10][C:9]2[C:4](=[CH:5][CH:6]=[C:7]([CH3:12])[CH:8]=2)[N:3]=1.[CH3:13][O:14][C:15]1[CH:20]=[C:19]([O:21][CH3:22])[CH:18]=[CH:17][C:16]=1[CH2:23][NH2:24].CCOC(C)=O. Product: [CH3:13][O:14][C:15]1[CH:20]=[C:19]([O:21][CH3:22])[CH:18]=[CH:17][C:16]=1[CH2:23][NH:24][C:2]1[CH:11]=[N:10][C:9]2[C:4](=[CH:5][CH:6]=[C:7]([CH3:12])[CH:8]=2)[N:3]=1. The catalyst class is: 16. (3) Reactant: [CH3:1][O:2][C:3]1[CH:4]=[C:5]([CH:22]=[C:23]([O:25][CH3:26])[CH:24]=1)[C:6]1[O:7][C:8]2[C:13]([C:14](=[O:16])[CH:15]=1)=[CH:12][CH:11]=[C:10]([O:17][CH2:18][CH:19]1[O:21][CH2:20]1)[CH:9]=2.[C:27]([NH2:31])([CH3:30])([CH3:29])[CH3:28]. Product: [C:27]([NH:31][CH2:20][CH:19]([OH:21])[CH2:18][O:17][C:10]1[CH:9]=[C:8]2[C:13]([C:14](=[O:16])[CH:15]=[C:6]([C:5]3[CH:4]=[C:3]([O:2][CH3:1])[CH:24]=[C:23]([O:25][CH3:26])[CH:22]=3)[O:7]2)=[CH:12][CH:11]=1)([CH3:30])([CH3:29])[CH3:28]. The catalyst class is: 5. (4) The catalyst class is: 1. Reactant: [F:1][C:2]([F:28])([F:27])[C:3]1[CH:4]=[C:5]([C:9]2[N:10]=[C:11]([CH:14]3[CH2:19][CH2:18][N:17]([C:20]([O:22][C:23]([CH3:26])([CH3:25])[CH3:24])=[O:21])[CH2:16][CH2:15]3)[NH:12][CH:13]=2)[CH:6]=[CH:7][CH:8]=1.[CH2:29](OCC)C.[H-].[Na+].CI. Product: [CH3:29][N:12]1[CH:13]=[C:9]([C:5]2[CH:6]=[CH:7][CH:8]=[C:3]([C:2]([F:27])([F:1])[F:28])[CH:4]=2)[N:10]=[C:11]1[CH:14]1[CH2:19][CH2:18][N:17]([C:20]([O:22][C:23]([CH3:24])([CH3:25])[CH3:26])=[O:21])[CH2:16][CH2:15]1. (5) Reactant: [C:1]1([NH:7][C:8]([C@@H:10]2[CH2:15][CH2:14][CH2:13][N:12]([C:16]([O:18][C:19]([CH3:22])([CH3:21])[CH3:20])=[O:17])[CH2:11]2)=O)[CH:6]=[CH:5][CH:4]=[CH:3][CH:2]=1.B. Product: [C:16]([N:12]1[CH2:13][CH2:14][CH2:15][C@H:10]([CH2:8][NH:7][C:1]2[CH:6]=[CH:5][CH:4]=[CH:3][CH:2]=2)[CH2:11]1)([O:18][C:19]([CH3:21])([CH3:22])[CH3:20])=[O:17]. The catalyst class is: 1. (6) The catalyst class is: 5. Product: [C:1]([C:3]1[CH:4]=[CH:5][C:6]([C:9]2[CH:10]=[N:11][CH:12]=[CH:13][C:14]=2[S:15][C:16]([CH3:23])([CH3:22])[C:17]([OH:19])=[O:18])=[CH:7][CH:8]=1)#[N:2]. Reactant: [C:1]([C:3]1[CH:8]=[CH:7][C:6]([C:9]2[CH:10]=[N:11][CH:12]=[CH:13][C:14]=2[S:15][C:16]([CH3:23])([CH3:22])[C:17]([O:19]CC)=[O:18])=[CH:5][CH:4]=1)#[N:2].[OH-].[Na+]. (7) Reactant: [CH:1]1[CH:10]=[CH:9][C:8]2[N:7]=[C:6]([CH:11]3[CH2:13][CH2:12]3)[C:5](/[CH:14]=[CH:15]/[C@H:16]([CH2:18][C@H:19]([CH2:21][C:22]([O-:24])=[O:23])[OH:20])[OH:17])=[C:4]([C:25]3[CH:30]=[CH:29][C:28]([F:31])=[CH:27][CH:26]=3)[C:3]=2[CH:2]=1.[CH:1]1[CH:10]=[CH:9][C:8]2[N:7]=[C:6]([CH:11]3[CH2:12][CH2:13]3)[C:5](/[CH:14]=[CH:15]/[C@H:16]([CH2:18][C@H:19]([CH2:21][C:22]([O-:24])=[O:23])[OH:20])[OH:17])=[C:4]([C:25]3[CH:26]=[CH:27][C:28]([F:31])=[CH:29][CH:30]=3)[C:3]=2[CH:2]=1.[Ca+2].Cl.[Cl-].[Na+]. Product: [CH:1]1[CH:10]=[CH:9][C:8]2[N:7]=[C:6]([CH:11]3[CH2:13][CH2:12]3)[C:5](/[CH:14]=[CH:15]/[C@@H:16]([OH:17])[CH2:18][C@@H:19]([OH:20])[CH2:21][C:22]([OH:24])=[O:23])=[C:4]([C:25]3[CH:26]=[CH:27][C:28]([F:31])=[CH:29][CH:30]=3)[C:3]=2[CH:2]=1. The catalyst class is: 4. (8) Reactant: [CH3:1][C:2]1([CH3:28])[NH:6][CH2:5][CH:4]([CH2:7][N:8]2[C:16]3[C:11](=[CH:12][C:13]([C:17]4[CH:18]=[N:19][N:20]([CH:22]5[CH2:27][CH2:26][CH2:25][CH2:24][O:23]5)[CH:21]=4)=[CH:14][CH:15]=3)[CH:10]=[CH:9]2)[CH2:3]1.[C:29](Cl)(=[O:36])[C:30]1[CH:35]=[CH:34][CH:33]=[CH:32][CH:31]=1.C(N(CC)CC)C.CO.ClCCl. Product: [CH3:1][C:2]1([CH3:28])[CH2:3][CH:4]([CH2:7][N:8]2[C:16]3[C:11](=[CH:12][C:13]([C:17]4[CH:18]=[N:19][N:20]([CH:22]5[CH2:27][CH2:26][CH2:25][CH2:24][O:23]5)[CH:21]=4)=[CH:14][CH:15]=3)[CH:10]=[CH:9]2)[CH2:5][N:6]1[C:29]([C:30]1[CH:35]=[CH:34][CH:33]=[CH:32][CH:31]=1)=[O:36]. The catalyst class is: 46. (9) Reactant: [CH3:1][C:2]1[CH:3]=[C:4]2[C:9](=[CH:10][CH:11]=1)[NH:8][C:7](=[O:12])[C:6]([C:13]#[N:14])=[C:5]2[N:15]1[CH2:20][CH2:19][N:18]([C:21]([C:23]2[S:24][CH:25]=[CH:26][CH:27]=2)=[O:22])[CH2:17][CH2:16]1.Cl.Cl[CH2:30][CH2:31][N:32]1[CH2:36][CH2:35][CH2:34][CH2:33]1.C(=O)([O-])[O-].[K+].[K+]. Product: [CH3:1][C:2]1[CH:3]=[C:4]2[C:9](=[CH:10][CH:11]=1)[N:8]([CH2:30][CH2:31][N:32]1[CH2:36][CH2:35][CH2:34][CH2:33]1)[C:7](=[O:12])[C:6]([C:13]#[N:14])=[C:5]2[N:15]1[CH2:16][CH2:17][N:18]([C:21]([C:23]2[S:24][CH:25]=[CH:26][CH:27]=2)=[O:22])[CH2:19][CH2:20]1. The catalyst class is: 3. (10) Reactant: [N:1]([CH2:4][C@@H:5]([F:17])[C@H:6]([O:9][CH2:10][C:11]1[CH:16]=[CH:15][CH:14]=[CH:13][CH:12]=1)[CH:7]=C)=[N+:2]=[N-:3].C(O)(C(F)(F)F)=[O:19].[OH2:25]. Product: [N:1]([CH2:4][C@@H:5]([F:17])[C@H:6]([O:9][CH2:10][C:11]1[CH:16]=[CH:15][CH:14]=[CH:13][CH:12]=1)[C:7]([OH:19])=[O:25])=[N+:2]=[N-:3]. The catalyst class is: 225.